The task is: Predict which catalyst facilitates the given reaction.. This data is from Catalyst prediction with 721,799 reactions and 888 catalyst types from USPTO. (1) Reactant: [CH3:1][C:2]1[N:7]=[C:6]2[S:8][C:9]3[CH2:13][CH2:12][CH2:11][C:10]=3[C:5]2=[C:4]([C:14]([CH3:17])([CH3:16])[CH3:15])[C:3]=1[CH2:18][C:19]([O:21][CH3:22])=[O:20].[Li+].C[Si]([N-][Si](C)(C)C)(C)C.[CH2:33]1[CH2:37]OC[CH2:34]1.ICCC. Product: [CH3:1][C:2]1[N:7]=[C:6]2[S:8][C:9]3[CH2:13][CH2:12][CH2:11][C:10]=3[C:5]2=[C:4]([C:14]([CH3:17])([CH3:15])[CH3:16])[C:3]=1[CH:18]([CH2:34][CH2:33][CH3:37])[C:19]([O:21][CH3:22])=[O:20]. The catalyst class is: 3. (2) Reactant: [F:1][CH2:2][O:3][C:4]1[CH:5]=[C:6]([C:10]2[N:11]=[C:12]3[CH:17]=[C:16]([NH2:18])[N:15]=[CH:14][N:13]3[CH:19]=2)[CH:7]=[CH:8][CH:9]=1.[N:20]1([C:24]([C:26]2[CH:27]=[N:28][N:29]([CH3:34])[C:30]=2[C:31](O)=[O:32])=[O:25])[CH2:23][CH2:22][CH2:21]1.CCN(C(C)C)C(C)C.C([O-])(O)=O.[Na+]. Product: [N:20]1([C:24]([C:26]2[CH:27]=[N:28][N:29]([CH3:34])[C:30]=2[C:31]([NH:18][C:16]2[CH:17]=[CH:12][N:13]3[CH:19]=[C:10]([C:6]4[CH:7]=[CH:8][CH:9]=[C:4]([O:3][CH2:2][F:1])[CH:5]=4)[N:11]=[C:14]3[N:15]=2)=[O:32])=[O:25])[CH2:21][CH2:22][CH2:23]1. The catalyst class is: 25. (3) Reactant: [Br:1][C:2]([F:12])([F:11])[C:3]([F:10])([F:9])[CH2:4][CH2:5][C:6](O)=[O:7].CN(C)C=O.C(Cl)(=O)C([Cl:21])=O. Product: [Br:1][C:2]([F:12])([F:11])[C:3]([F:10])([F:9])[CH2:4][CH2:5][C:6]([Cl:21])=[O:7]. The catalyst class is: 2. (4) Reactant: C(Cl)(=O)C(Cl)=O.CS(C)=O.[OH:11][CH:12]([C@@H:24]([NH:38][C:39](=[O:55])[O:40][CH2:41][C:42]1([CH2:48][C:49]2[CH:54]=[CH:53][CH:52]=[CH:51][CH:50]=2)[CH2:47][CH2:46][CH2:45][CH2:44][CH2:43]1)[CH2:25][CH2:26][CH2:27][CH2:28][NH:29][C:30]([N:32]1[CH2:37][CH2:36][O:35][CH2:34][CH2:33]1)=[O:31])[C:13](=[O:23])[NH:14][C@@H:15]([C:17]1[CH:22]=[CH:21][CH:20]=[CH:19][CH:18]=1)[CH3:16].C(N(CC)CC)C. Product: [N:32]1([C:30]([NH:29][CH2:28][CH2:27][CH2:26][CH2:25][C@H:24]([NH:38][C:39](=[O:55])[O:40][CH2:41][C:42]2([CH2:48][C:49]3[CH:50]=[CH:51][CH:52]=[CH:53][CH:54]=3)[CH2:43][CH2:44][CH2:45][CH2:46][CH2:47]2)[C:12](=[O:11])[C:13](=[O:23])[NH:14][C@@H:15]([C:17]2[CH:18]=[CH:19][CH:20]=[CH:21][CH:22]=2)[CH3:16])=[O:31])[CH2:37][CH2:36][O:35][CH2:34][CH2:33]1. The catalyst class is: 4.